Dataset: Peptide-MHC class I binding affinity with 185,985 pairs from IEDB/IMGT. Task: Regression. Given a peptide amino acid sequence and an MHC pseudo amino acid sequence, predict their binding affinity value. This is MHC class I binding data. The peptide sequence is KILNPYMPSV. The MHC is HLA-A02:01 with pseudo-sequence HLA-A02:01. The binding affinity (normalized) is 0.855.